This data is from Forward reaction prediction with 1.9M reactions from USPTO patents (1976-2016). The task is: Predict the product of the given reaction. (1) Given the reactants [Cl:1][C:2]1[CH:18]=[CH:17][C:16]([Cl:19])=[CH:15][C:3]=1[O:4][CH2:5][C:6]1[CH:11]=[CH:10][N:9]=[C:8]([C:12]([OH:14])=O)[CH:7]=1.Cl.[F:21][C:22]1[CH:34]=[CH:33][C:25]([CH2:26][N:27]2[CH:31]=[C:30]([NH2:32])[CH:29]=[N:28]2)=[CH:24][CH:23]=1, predict the reaction product. The product is: [Cl:1][C:2]1[CH:18]=[CH:17][C:16]([Cl:19])=[CH:15][C:3]=1[O:4][CH2:5][C:6]1[CH:11]=[CH:10][N:9]=[C:8]([C:12]([NH:32][C:30]2[CH:29]=[N:28][N:27]([CH2:26][C:25]3[CH:33]=[CH:34][C:22]([F:21])=[CH:23][CH:24]=3)[CH:31]=2)=[O:14])[CH:7]=1. (2) Given the reactants S(Cl)([Cl:3])=O.[CH:5]1([NH:8][C:9]2[C:14]([C:15]([OH:17])=O)=[CH:13][CH:12]=[CH:11][N:10]=2)[CH2:7][CH2:6]1, predict the reaction product. The product is: [CH:5]1([NH:8][C:9]2[C:14]([C:15]([Cl:3])=[O:17])=[CH:13][CH:12]=[CH:11][N:10]=2)[CH2:7][CH2:6]1. (3) Given the reactants Cl[C:2]1[CH:7]=[C:6]([NH:8][C:9]2[CH:18]=[CH:17][CH:16]=[CH:15][C:10]=2[C:11]([NH:13][CH3:14])=[O:12])[C:5]([CH:19]2[CH2:21][CH2:20]2)=[CH:4][N:3]=1.[CH3:22][N:23]1[C:27]([NH2:28])=[CH:26][C:25]([CH3:29])=[N:24]1.C([O-])([O-])=O.[Cs+].[Cs+].CC1(C)C2C(=C(P(C3C=CC=CC=3)C3C=CC=CC=3)C=CC=2)OC2C(P(C3C=CC=CC=3)C3C=CC=CC=3)=CC=CC1=2, predict the reaction product. The product is: [CH:19]1([C:5]2[C:6]([NH:8][C:9]3[CH:18]=[CH:17][CH:16]=[CH:15][C:10]=3[C:11]([NH:13][CH3:14])=[O:12])=[CH:7][C:2]([NH:28][C:27]3[N:23]([CH3:22])[N:24]=[C:25]([CH3:29])[CH:26]=3)=[N:3][CH:4]=2)[CH2:21][CH2:20]1. (4) Given the reactants [I:1][C:2]1[N:3]=[C:4]([NH2:20])[C:5]2[N:6]=[CH:7][N:8]([C:18]=2[N:19]=1)[C@@H:9]1[O:17][C@H:14]([CH2:15][OH:16])[C@@H:12]([OH:13])[C@H:10]1[OH:11].Cl(O)(=O)(=O)=O.C([O-])([O-])=O.[Na+].[Na+].[CH3:32][C:33]([CH3:35])=O, predict the reaction product. The product is: [NH2:20][C:4]1[N:3]=[C:2]([I:1])[N:19]=[C:18]2[C:5]=1[N:6]=[CH:7][N:8]2[C@H:9]1[C@H:10]2[C@H:12]([O:13][C:33]([CH3:35])([CH3:32])[O:11]2)[C@@H:14]([CH2:15][OH:16])[O:17]1. (5) Given the reactants I[C:2]1[CH:11]=[CH:10][CH:9]=[C:8]2[C:3]=1[CH:4]=[CH:5][C:6](Cl)=[N:7]2.[CH3:13][O:14][C:15]1[C:20]2[C:21](=[N:24]O)[CH2:22][O:23][C:19]=2[CH:18]=[CH:17][CH:16]=1.[NH2:26][CH:27]1[CH2:32][CH2:31][O:30][CH2:29][CH2:28]1, predict the reaction product. The product is: [CH3:13][O:14][C:15]1[C:20]2[CH:21]([NH:24][C:6]3[CH:5]=[CH:4][C:3]4[C:2]([NH:26][CH:27]5[CH2:32][CH2:31][O:30][CH2:29][CH2:28]5)=[CH:11][CH:10]=[CH:9][C:8]=4[N:7]=3)[CH2:22][O:23][C:19]=2[CH:18]=[CH:17][CH:16]=1.